This data is from CYP2C9 inhibition data for predicting drug metabolism from PubChem BioAssay. The task is: Regression/Classification. Given a drug SMILES string, predict its absorption, distribution, metabolism, or excretion properties. Task type varies by dataset: regression for continuous measurements (e.g., permeability, clearance, half-life) or binary classification for categorical outcomes (e.g., BBB penetration, CYP inhibition). Dataset: cyp2c9_veith. (1) The drug is CCCc1nc2ccccc2c(=O)n1-c1ccc(OC)cc1. The result is 1 (inhibitor). (2) The molecule is N#CCCn1c(=O)c(-c2ccccc2)nc2cnc(N3CCOCC3)nc21. The result is 0 (non-inhibitor). (3) The molecule is Cc1cccc(NC(=S)Nc2ccc(Br)cc2)c1. The result is 0 (non-inhibitor). (4) The drug is COCCNc1nc(-c2ccccc2Cl)nc2ccccc12. The result is 0 (non-inhibitor). (5) The drug is FC(F)(F)c1ccccc1-c1nc(N2CCOCC2)c2ccccc2n1. The result is 0 (non-inhibitor). (6) The drug is CC(C)NC(=O)N1CCCC2(CCN(C(=O)c3ccco3)CC2)C1. The result is 0 (non-inhibitor). (7) The molecule is C[C@H](O)Cn1cnc2c1c(=O)n(C)c(=O)n2C. The result is 0 (non-inhibitor). (8) The drug is O=c1c2c(-c3ccc(Cl)cc3)csc2nc2n1CCC2. The result is 1 (inhibitor). (9) The molecule is O=C(NCCCN1CCOCC1)c1cc(C(=O)C2CC2)c[nH]1. The result is 0 (non-inhibitor). (10) The compound is N[C@@H](CCCCO)C(=O)O. The result is 0 (non-inhibitor).